Predict the reaction yield, written as a fraction of the theoretical maximum amount of product (1.0 means a 100% yield; for example, 0.34 means a 34% yield). From a dataset of Reaction yield outcomes from USPTO patents with 853,638 reactions. (1) The reactants are C([N:8]1[CH:12]=[C:11]([C:13]2[C:21]3[C:16](=[CH:17][N:18]=[C:19]([C:22]4[CH:23]=[N:24][CH:25]=[CH:26][CH:27]=4)[CH:20]=3)[N:15]([CH:28]3[CH2:33][CH2:32][CH2:31][CH2:30][O:29]3)[N:14]=2)[CH:10]=[N:9]1)C1C=CC=CC=1.C1CC=CCC=1. The catalyst is [OH-].[OH-].[Pd+2]. The product is [NH:8]1[CH:12]=[C:11]([C:13]2[C:21]3[C:16](=[CH:17][N:18]=[C:19]([C:22]4[CH:23]=[N:24][CH:25]=[CH:26][CH:27]=4)[CH:20]=3)[N:15]([CH:28]3[CH2:33][CH2:32][CH2:31][CH2:30][O:29]3)[N:14]=2)[CH:10]=[N:9]1. The yield is 0.310. (2) The reactants are [NH2:1][C:2]1[CH:7]=[CH:6][C:5]([C:8]2[N:9]([CH2:21][CH3:22])[C:10]3[C:15]([C:16]=2[C:17]#[N:18])=[CH:14][CH:13]=[C:12]([O:19][CH3:20])[CH:11]=3)=[CH:4][CH:3]=1.C(N(CC)CC)C.[C:30](Cl)(=[O:32])[CH3:31]. The catalyst is C1COCC1.O. The product is [C:17]([C:16]1[C:15]2[C:10](=[CH:11][C:12]([O:19][CH3:20])=[CH:13][CH:14]=2)[N:9]([CH2:21][CH3:22])[C:8]=1[C:5]1[CH:4]=[CH:3][C:2]([NH:1][C:30](=[O:32])[CH3:31])=[CH:7][CH:6]=1)#[N:18]. The yield is 0.710. (3) The reactants are [OH:1][C@H:2]1[CH2:7][CH2:6][CH2:5][N:4]([C:8]([O:10][C:11]([CH3:14])([CH3:13])[CH3:12])=[O:9])[CH2:3]1.[H-].[Na+].F[C:18]1[CH:26]=[CH:25][C:21]([C:22](O)=[O:23])=[CH:20][C:19]=1[N+:27]([O-:29])=[O:28].O.C[N:32](C=O)C. No catalyst specified. The product is [NH2:32][C:22]([C:21]1[CH:25]=[CH:26][C:18]([O:1][C@H:2]2[CH2:7][CH2:6][CH2:5][N:4]([C:8]([O:10][C:11]([CH3:14])([CH3:13])[CH3:12])=[O:9])[CH2:3]2)=[C:19]([N+:27]([O-:29])=[O:28])[CH:20]=1)=[O:23]. The yield is 0.630. (4) The reactants are [C:1](Cl)(=[O:5])[C:2](Cl)=O.[NH2:7][C:8]1[CH:13]=[C:12]([CH2:14][O:15][C:16]2[C:25]3[C:20](=[CH:21][CH:22]=[CH:23][CH:24]=3)[C:19]([NH:26][C:27]([NH:29][C:30]3[N:34]([C:35]4[CH:40]=[CH:39][C:38]([CH3:41])=[CH:37][CH:36]=4)[N:33]=[C:32]([C:42]([CH3:45])([CH3:44])[CH3:43])[CH:31]=3)=[O:28])=[CH:18][CH:17]=2)[CH:11]=[CH:10][N:9]=1.CCN([CH:52]([CH3:54])[CH3:53])C(C)C.[CH3:55][OH:56]. The catalyst is CN(C=O)C.C(Cl)Cl.N. The product is [C:42]([C:32]1[CH:31]=[C:30]([NH:29][C:27](=[O:28])[NH:26][C:19]2[C:20]3[C:25](=[CH:24][CH:23]=[CH:22][CH:21]=3)[C:16]([O:15][CH2:14][C:12]3[CH:11]=[CH:10][N:9]=[C:8]([NH:7][C:55]([CH:54]4[CH2:2][CH2:1][O:5][CH2:53][CH2:52]4)=[O:56])[CH:13]=3)=[CH:17][CH:18]=2)[N:34]([C:35]2[CH:36]=[CH:37][C:38]([CH3:41])=[CH:39][CH:40]=2)[N:33]=1)([CH3:45])([CH3:44])[CH3:43]. The yield is 0.280. (5) The reactants are Cl[C:2]1[N:28]=[CH:27][C:5]2[C:6]3[N:10]([CH2:11][CH2:12][O:13][C:4]=2[CH:3]=1)[CH:9]=[C:8]([C:14]1[N:15]([C:19]2[CH:24]=[CH:23][C:22]([F:25])=[CH:21][C:20]=2[F:26])[N:16]=[CH:17][N:18]=1)[N:7]=3.[NH:29]1[CH2:36][CH2:35][CH2:34][C@H:30]1[C:31]([NH2:33])=[O:32].C(N(CC)CC)C.[NH4+].[Cl-]. The catalyst is CN1CCCC1=O.ClCCl. The product is [F:26][C:20]1[CH:21]=[C:22]([F:25])[CH:23]=[CH:24][C:19]=1[N:15]1[C:14]([C:8]2[N:7]=[C:6]3[C:5]4[CH:27]=[N:28][C:2]([N:29]5[CH2:36][CH2:35][CH2:34][C@H:30]5[C:31]([NH2:33])=[O:32])=[CH:3][C:4]=4[O:13][CH2:12][CH2:11][N:10]3[CH:9]=2)=[N:18][CH:17]=[N:16]1. The yield is 0.390. (6) The reactants are Br[C:2]1[CH:6]=[CH:5][O:4][CH:3]=1.[CH:7]([C:9]1[CH:14]=[CH:13][C:12](B(O)O)=[CH:11][CH:10]=1)=[O:8].C(#N)C.C(=O)([O-])[O-].[Na+].[Na+]. The catalyst is Cl[Pd](Cl)([P](C1C=CC=CC=1)(C1C=CC=CC=1)C1C=CC=CC=1)[P](C1C=CC=CC=1)(C1C=CC=CC=1)C1C=CC=CC=1.C(OCC)(=O)C. The product is [O:4]1[CH:5]=[CH:6][C:2]([C:12]2[CH:13]=[CH:14][C:9]([CH:7]=[O:8])=[CH:10][CH:11]=2)=[CH:3]1. The yield is 0.600.